Regression. Given two drug SMILES strings and cell line genomic features, predict the synergy score measuring deviation from expected non-interaction effect. From a dataset of NCI-60 drug combinations with 297,098 pairs across 59 cell lines. (1) Drug 1: CC1=C2C(C(=O)C3(C(CC4C(C3C(C(C2(C)C)(CC1OC(=O)C(C(C5=CC=CC=C5)NC(=O)OC(C)(C)C)O)O)OC(=O)C6=CC=CC=C6)(CO4)OC(=O)C)OC)C)OC. Drug 2: C1C(C(OC1N2C=C(C(=O)NC2=O)F)CO)O. Cell line: NCI-H226. Synergy scores: CSS=31.9, Synergy_ZIP=4.15, Synergy_Bliss=1.83, Synergy_Loewe=-22.0, Synergy_HSA=2.27. (2) Drug 1: C1=CC(=CC=C1CC(C(=O)O)N)N(CCCl)CCCl.Cl. Drug 2: C1=CC(=CC=C1CCCC(=O)O)N(CCCl)CCCl. Cell line: OVCAR-5. Synergy scores: CSS=26.1, Synergy_ZIP=4.12, Synergy_Bliss=14.1, Synergy_Loewe=8.98, Synergy_HSA=11.7. (3) Drug 1: C1C(C(OC1N2C=C(C(=O)NC2=O)F)CO)O. Drug 2: CC1=C(C=C(C=C1)C(=O)NC2=CC(=CC(=C2)C(F)(F)F)N3C=C(N=C3)C)NC4=NC=CC(=N4)C5=CN=CC=C5. Cell line: MALME-3M. Synergy scores: CSS=7.07, Synergy_ZIP=-1.44, Synergy_Bliss=0.0121, Synergy_Loewe=-5.27, Synergy_HSA=-0.466. (4) Drug 1: CC1OCC2C(O1)C(C(C(O2)OC3C4COC(=O)C4C(C5=CC6=C(C=C35)OCO6)C7=CC(=C(C(=C7)OC)O)OC)O)O. Drug 2: CC12CCC3C(C1CCC2O)C(CC4=C3C=CC(=C4)O)CCCCCCCCCS(=O)CCCC(C(F)(F)F)(F)F. Cell line: SK-MEL-5. Synergy scores: CSS=14.6, Synergy_ZIP=-5.22, Synergy_Bliss=-1.04, Synergy_Loewe=-6.81, Synergy_HSA=-1.80. (5) Drug 1: CC1=C2C(C(=O)C3(C(CC4C(C3C(C(C2(C)C)(CC1OC(=O)C(C(C5=CC=CC=C5)NC(=O)OC(C)(C)C)O)O)OC(=O)C6=CC=CC=C6)(CO4)OC(=O)C)OC)C)OC. Drug 2: CC1=C2C(C(=O)C3(C(CC4C(C3C(C(C2(C)C)(CC1OC(=O)C(C(C5=CC=CC=C5)NC(=O)C6=CC=CC=C6)O)O)OC(=O)C7=CC=CC=C7)(CO4)OC(=O)C)O)C)OC(=O)C. Cell line: SR. Synergy scores: CSS=97.7, Synergy_ZIP=13.2, Synergy_Bliss=12.2, Synergy_Loewe=12.3, Synergy_HSA=14.9.